From a dataset of Reaction yield outcomes from USPTO patents with 853,638 reactions. Predict the reaction yield, written as a fraction of the theoretical maximum amount of product (1.0 means a 100% yield; for example, 0.34 means a 34% yield). The reactants are Cl[C:2]1[N:11]=[C:10]([NH:12][CH2:13][CH:14]([N:21]2[CH2:26][CH2:25][N:24]([CH3:27])[CH2:23][CH2:22]2)[C:15]2[CH:20]=[CH:19][CH:18]=[CH:17][CH:16]=2)[C:9]2[C:4](=[CH:5][CH:6]=[CH:7][CH:8]=2)[N:3]=1.[CH3:28][S:29]([NH:32][C:33]1[CH:38]=[CH:37][C:36](B(O)O)=[CH:35][CH:34]=1)(=[O:31])=[O:30].CN(C)C1C=CC(C2N=C(NCC(C3C=CC=CC=3)C3NC=CC=3)C3C(=CC=CC=3)N=2)=CC=1. The catalyst is C(Cl)Cl.CO. The product is [CH3:27][N:24]1[CH2:25][CH2:26][N:21]([CH:14]([C:15]2[CH:20]=[CH:19][CH:18]=[CH:17][CH:16]=2)[CH2:13][NH:12][C:10]2[C:9]3[C:4](=[CH:5][CH:6]=[CH:7][CH:8]=3)[N:3]=[C:2]([C:36]3[CH:35]=[CH:34][C:33]([NH:32][S:29]([CH3:28])(=[O:30])=[O:31])=[CH:38][CH:37]=3)[N:11]=2)[CH2:22][CH2:23]1. The yield is 0.740.